From a dataset of Reaction yield outcomes from USPTO patents with 853,638 reactions. Predict the reaction yield, written as a fraction of the theoretical maximum amount of product (1.0 means a 100% yield; for example, 0.34 means a 34% yield). The reactants are C1(P(C2CCCCC2)C2C=CC=CC=2C2C(OC)=CC=CC=2OC)CCCCC1.C([Zn][C:33]#[N:34])#N.Cl[C:36]1[N:41]=[CH:40][C:39]([OH:42])=[CH:38][C:37]=1[CH3:43]. The catalyst is CN(C=O)C.C1C=CC(/C=C/C(/C=C/C2C=CC=CC=2)=O)=CC=1.C1C=CC(/C=C/C(/C=C/C2C=CC=CC=2)=O)=CC=1.C1C=CC(/C=C/C(/C=C/C2C=CC=CC=2)=O)=CC=1.[Pd].[Pd]. The product is [OH:42][C:39]1[CH:38]=[C:37]([CH3:43])[C:36]([C:33]#[N:34])=[N:41][CH:40]=1. The yield is 0.320.